The task is: Binary Classification. Given a drug SMILES string, predict its activity (active/inactive) in a high-throughput screening assay against a specified biological target.. This data is from Tyrosyl-DNA phosphodiesterase HTS with 341,365 compounds. (1) The compound is Clc1ccc(S(=O)(=O)N2CCC(CC2)C(=O)Nc2sc(nn2)COc2ccccc2)cc1. The result is 0 (inactive). (2) The compound is Clc1c(c2oc(C(=O)NCCc3cc(OC)c(OC)cc3)cc2)ccc([N+]([O-])=O)c1. The result is 0 (inactive). (3) The molecule is S1(=O)(=O)N=C(N(CC(=O)Nc2cc(ccc2)C(F)(F)F)C)c2c1cccc2. The result is 0 (inactive). (4) The drug is S=C(NC1CCCC1)Nc1ccc(S(=O)(=O)N)cc1. The result is 0 (inactive). (5) The compound is S(=O)(=O)(N1CC(CCC1)C(=O)N1CCN(CC1)c1ccccc1)c1ccc(OCC)cc1. The result is 0 (inactive). (6) The compound is O=C(NCc1ccc(cc1)C)C1=NNC(=O)CC1. The result is 0 (inactive). (7) The molecule is O(C(C(=O)Nc1c(OC)cccc1)C)C(=O)c1ccc(n2nnnc2)cc1. The result is 0 (inactive). (8) The compound is O(C(=O)c1[nH]c(c(c1C)C(=O)C)C)CC(=O)Nc1noc(c1)C. The result is 0 (inactive). (9) The molecule is S\1C(C(=O)NC1=C\C(OCC)=O)C. The result is 0 (inactive).